This data is from Cav3 T-type calcium channel HTS with 100,875 compounds. The task is: Binary Classification. Given a drug SMILES string, predict its activity (active/inactive) in a high-throughput screening assay against a specified biological target. (1) The result is 0 (inactive). The drug is S(c1nc(nc2c1cccc2)Cc1ccccc1)CC(=O)Nc1cc2OCCOc2cc1. (2) The molecule is O=C(N1C2CCC1C(=C(C2)c1ccccc1)C(OC)=O)NCCS(=O)C. The result is 0 (inactive). (3) The drug is O(CC(=O)c1[nH]c2c(c1C)cccc2)C. The result is 0 (inactive).